Dataset: Reaction yield outcomes from USPTO patents with 853,638 reactions. Task: Predict the reaction yield, written as a fraction of the theoretical maximum amount of product (1.0 means a 100% yield; for example, 0.34 means a 34% yield). (1) The reactants are [CH2:1]([N:8]1[CH2:13][CH:12]2[C@@:10]([C:14](Cl)=[O:15])([CH2:11]2)[C@@H:9]1[C:17]1[CH:22]=[CH:21][CH:20]=[CH:19][CH:18]=1)[C:2]1[CH:7]=[CH:6][CH:5]=[CH:4][CH:3]=1.C(N(CC)CC)C.[F:30][C:31]([F:47])([F:46])[C:32]1[CH:33]=[C:34]([C@@H:42]([NH:44][CH3:45])[CH3:43])[CH:35]=[C:36]([C:38]([F:41])([F:40])[F:39])[CH:37]=1. The product is [F:30][C:31]([F:46])([F:47])[C:32]1[CH:33]=[C:34]([C@@H:42]([N:44]([CH3:45])[C:14]([C@@:10]23[CH2:11][CH:12]2[CH2:13][N:8]([CH2:1][C:2]2[CH:7]=[CH:6][CH:5]=[CH:4][CH:3]=2)[C@H:9]3[C:17]2[CH:22]=[CH:21][CH:20]=[CH:19][CH:18]=2)=[O:15])[CH3:43])[CH:35]=[C:36]([C:38]([F:39])([F:40])[F:41])[CH:37]=1. The catalyst is C(=O)(O)[O-].[Na+]. The yield is 0.190. (2) The reactants are [C:1](Cl)(Cl)=[O:2].[CH3:5][Si:6]([CH3:22])([CH3:21])[CH2:7][CH2:8][O:9][CH2:10][N:11]1[C:15]2=[N:16][CH:17]=[C:18]([NH2:20])[N:19]=[C:14]2[CH:13]=[CH:12]1.C(N(C(C)C)CC)(C)C.Cl.[CH3:33][C@H:34]1[CH2:39][CH2:38][CH2:37][CH2:36][C@H:35]1[NH2:40]. The catalyst is ClCCl. The product is [CH3:33][C@H:34]1[CH2:39][CH2:38][CH2:37][CH2:36][C@H:35]1[NH:40][C:1]([NH:20][C:18]1[N:19]=[C:14]2[CH:13]=[CH:12][N:11]([CH2:10][O:9][CH2:8][CH2:7][Si:6]([CH3:22])([CH3:21])[CH3:5])[C:15]2=[N:16][CH:17]=1)=[O:2]. The yield is 0.550. (3) The reactants are Br[C:2]1[CH:3]=[C:4]2[C:9](=[CH:10][CH:11]=1)[N:8]=[CH:7][C:6]([C:12](=[O:14])[CH3:13])=[C:5]2[NH:15][C@H:16]1[CH2:21][CH2:20][C@H:19]([CH2:22][CH2:23][N:24]([CH3:26])[CH3:25])[CH2:18][CH2:17]1.[Cl:27][C:28]1[CH:33]=[C:32](B2OC(C)(C)C(C)(C)O2)[CH:31]=[C:30]([Cl:43])[C:29]=1[OH:44].Cl. The catalyst is CO. The product is [ClH:27].[Cl:27][C:28]1[CH:33]=[C:32]([C:2]2[CH:3]=[C:4]3[C:9](=[CH:10][CH:11]=2)[N:8]=[CH:7][C:6]([C:12](=[O:14])[CH3:13])=[C:5]3[NH:15][C@H:16]2[CH2:21][CH2:20][C@H:19]([CH2:22][CH2:23][N:24]([CH3:26])[CH3:25])[CH2:18][CH2:17]2)[CH:31]=[C:30]([Cl:43])[C:29]=1[OH:44]. The yield is 0.580. (4) The reactants are [C:1]([O:5][C:6]([N:8]([CH2:26][C:27]([O:29][C:30]([CH3:33])([CH3:32])[CH3:31])=[O:28])[C:9]1[CH:14]=[CH:13][CH:12]=[C:11]([CH2:15][NH:16][S:17]([C:20]2[CH:25]=[CH:24][CH:23]=[CH:22][N:21]=2)(=[O:19])=[O:18])[N:10]=1)=[O:7])([CH3:4])([CH3:3])[CH3:2].[CH2:34]([C:39]1[CH:46]=[CH:45][C:42]([CH2:43]O)=[CH:41][CH:40]=1)[CH2:35][CH2:36][CH2:37][CH3:38].C(P(CCCC)CCCC)CCC.CN(C)C(N=NC(N(C)C)=O)=O. The catalyst is O.O1CCCC1. The product is [C:1]([O:5][C:6]([N:8]([CH2:26][C:27]([O:29][C:30]([CH3:33])([CH3:32])[CH3:31])=[O:28])[C:9]1[CH:14]=[CH:13][CH:12]=[C:11]([CH:15]([CH2:43][C:42]2[CH:45]=[CH:46][C:39]([CH2:34][CH2:35][CH2:36][CH2:37][CH3:38])=[CH:40][CH:41]=2)[NH:16][S:17]([C:20]2[CH:25]=[CH:24][CH:23]=[CH:22][N:21]=2)(=[O:19])=[O:18])[N:10]=1)=[O:7])([CH3:4])([CH3:3])[CH3:2]. The yield is 0.870. (5) The reactants are Cl[C:2]1[C:11]2[C:6](=[CH:7][CH:8]=[CH:9][C:10]=2[F:12])[N:5]=[CH:4][N:3]=1.[NH2:13][C:14]1[CH:15]=[C:16]2[C:20](=[CH:21][CH:22]=1)[NH:19][N:18]=[CH:17]2. The catalyst is C(O)(C)C. The product is [F:12][C:10]1[CH:9]=[CH:8][CH:7]=[C:6]2[C:11]=1[C:2]([NH:13][C:14]1[CH:15]=[C:16]3[C:20](=[CH:21][CH:22]=1)[NH:19][N:18]=[CH:17]3)=[N:3][CH:4]=[N:5]2. The yield is 0.890. (6) The reactants are CO[C:3]1[CH:12]=[CH:11][C:6](/[CH:7]=[CH:8]/[CH:9]=[O:10])=[CH:5][CH:4]=1.[N+:13](C(O)C)([O-:15])=[O:14].[C:19]([OH:27])(=O)[C:20]1C=CC=CC=1.[CH3:28][OH:29]. The catalyst is C1(C(C2C=CC=CC=2)(O[Si](C)(C)C)[C@H]2CCCN2)C=CC=CC=1. The product is [CH3:28][O:29][C:5]1[CH:4]=[CH:3][CH:12]=[CH:11][C:6]=1[C@@H:7]1[C@@H:8]([N+:13]([O-:15])=[O:14])[CH2:9][O:10][CH:19]([OH:27])[CH2:20]1. The yield is 0.510. (7) The reactants are [CH3:1][C@H:2]1[C@H:29]([CH3:30])[C@@H:28]2[C@@:5]([C:32]([OH:34])=[O:33])([CH2:6][CH2:7][C@@:8]3([CH3:31])[C@:13]4([CH3:27])[CH2:14][CH2:15][C@H:16]5[C:21]([CH3:23])([CH3:22])[C@@H:20]([OH:24])[C@H:19]([OH:25])[CH2:18][C@:17]5([CH3:26])[C@H:12]4[CH2:11][CH:10]=[C:9]32)[CH2:4][CH2:3]1.IC.[C:37](=O)([O-])[O-].[K+].[K+]. The catalyst is CC(C)=O. The product is [CH3:1][C@H:2]1[C@H:29]([CH3:30])[C@@H:28]2[C@@:5]([C:32]([O:34][CH3:37])=[O:33])([CH2:6][CH2:7][C@@:8]3([CH3:31])[C@:13]4([CH3:27])[CH2:14][CH2:15][C@H:16]5[C:21]([CH3:23])([CH3:22])[C@@H:20]([OH:24])[C@H:19]([OH:25])[CH2:18][C@:17]5([CH3:26])[C@H:12]4[CH2:11][CH:10]=[C:9]32)[CH2:4][CH2:3]1. The yield is 0.830. (8) The reactants are [CH2:1]([S:3]([N:6]1[CH2:11][CH2:10][CH:9]([C:12]2[C:20]3[C:15](=[C:16]([C:29]([NH2:31])=[O:30])[CH:17]=[C:18]([C:21]4[CH:26]=[CH:25][CH:24]=[C:23]([CH:27]=O)[CH:22]=4)[CH:19]=3)[NH:14][CH:13]=2)[CH2:8][CH2:7]1)(=[O:5])=[O:4])[CH3:2].[CH2:32]([NH2:35])[CH2:33][CH3:34].[BH4-].[Na+]. The catalyst is ClCCl.CO.C(O)(=O)C. The product is [CH2:1]([S:3]([N:6]1[CH2:11][CH2:10][CH:9]([C:12]2[C:20]3[C:15](=[C:16]([C:29]([NH2:31])=[O:30])[CH:17]=[C:18]([C:21]4[CH:26]=[CH:25][CH:24]=[C:23]([CH2:27][NH:35][CH2:32][CH2:33][CH3:34])[CH:22]=4)[CH:19]=3)[NH:14][CH:13]=2)[CH2:8][CH2:7]1)(=[O:5])=[O:4])[CH3:2]. The yield is 0.990. (9) The reactants are [Cl:1][C:2]1[CH:11]=[CH:10][C:9](I)=[CH:8][C:3]=1[C:4]([O:6][CH3:7])=[O:5].C(=O)([O-])[O-].[Cs+].[Cs+].C1C=CC(P(C2C(C3C(P(C4C=CC=CC=4)C4C=CC=CC=4)=CC=C4C=3C=CC=C4)=C3C(C=CC=C3)=CC=2)C2C=CC=CC=2)=CC=1.[CH2:65]([N:67]([CH2:73][CH3:74])[CH:68]1[CH2:72][CH2:71][NH:70][CH2:69]1)[CH3:66]. The catalyst is O1CCOCC1.C([O-])(=O)C.[Pd+2].C([O-])(=O)C. The product is [Cl:1][C:2]1[CH:11]=[CH:10][C:9]([N:70]2[CH2:71][CH2:72][CH:68]([N:67]([CH2:73][CH3:74])[CH2:65][CH3:66])[CH2:69]2)=[CH:8][C:3]=1[C:4]([O:6][CH3:7])=[O:5]. The yield is 0.245. (10) The reactants are [C:1]([NH:4][C:5]1[CH:14]=[CH:13][C:8]([S:9](Cl)(=[O:11])=[O:10])=[CH:7][CH:6]=1)(=[O:3])[CH3:2].[CH3:15][C:16]1[CH:17]=[C:18]([CH:20]=[C:21]([CH3:30])[C:22]=1[S:23]([CH2:26][N+:27]([O-:29])=[O:28])(=[O:25])=[O:24])[NH2:19].C(=O)([O-])[O-].[Ca+2].O. The catalyst is O1CCCC1. The product is [CH3:30][C:21]1[CH:20]=[C:18]([NH:19][S:9]([C:8]2[CH:13]=[CH:14][C:5]([NH:4][C:1](=[O:3])[CH3:2])=[CH:6][CH:7]=2)(=[O:11])=[O:10])[CH:17]=[C:16]([CH3:15])[C:22]=1[S:23]([CH2:26][N+:27]([O-:29])=[O:28])(=[O:25])=[O:24]. The yield is 0.0720.